Task: Predict the reaction yield, written as a fraction of the theoretical maximum amount of product (1.0 means a 100% yield; for example, 0.34 means a 34% yield).. Dataset: Reaction yield outcomes from USPTO patents with 853,638 reactions (1) The product is [NH2:23][N:13]1[C:14]([C:15]#[N:16])=[C:10]([C:7]2[CH:8]=[CH:9][C:4]([NH2:3])=[C:5]([F:22])[CH:6]=2)[C:11]([C:17]([O:19][CH2:20][CH3:21])=[O:18])=[CH:12]1. The catalyst is CN(C=O)C. The reactants are [H-].[Na+].[NH2:3][C:4]1[CH:9]=[CH:8][C:7]([C:10]2[C:11]([C:17]([O:19][CH2:20][CH3:21])=[O:18])=[CH:12][NH:13][C:14]=2[C:15]#[N:16])=[CH:6][C:5]=1[F:22].[NH2:23]OP(=O)(C1C=CC=CC=1)C1C=CC=CC=1. The yield is 0.820. (2) The reactants are Cl[C:2]1[N:3]=[CH:4][C:5](/[CH:8]=[CH:9]/[C:10]([O:12][CH2:13][CH3:14])=[O:11])=[N:6][CH:7]=1.Cl.Cl.[F:17][C:18]1[CH:30]=[CH:29][C:21]([CH2:22][N:23]2[CH2:27][CH2:26][C@@H:25]([NH2:28])[CH2:24]2)=[CH:20][CH:19]=1.C(N(CC)CC)C. No catalyst specified. The product is [F:17][C:18]1[CH:19]=[CH:20][C:21]([CH2:22][N:23]2[CH2:27][CH2:26][C@@H:25]([NH:28][C:2]3[N:3]=[CH:4][C:5](/[CH:8]=[CH:9]/[C:10]([O:12][CH2:13][CH3:14])=[O:11])=[N:6][CH:7]=3)[CH2:24]2)=[CH:29][CH:30]=1. The yield is 0.470. (3) The reactants are [C:1]([NH:11][C@@H:12]([CH2:30][C:31]1[CH:36]=[CH:35][CH:34]=[CH:33][CH:32]=1)[C@H:13]([OH:29])[CH2:14][N:15]([CH2:22][C:23]1[CH:28]=[CH:27][CH:26]=[CH:25][CH:24]=1)[C:16](=[O:21])[CH2:17][C:18](=[O:20])[CH3:19])([O:3][CH2:4][C:5]1[CH:10]=[CH:9][CH:8]=[CH:7][CH:6]=1)=[O:2].S([N:47]=[N+:48]=[N-])(C1C=CC(C)=CC=1)(=O)=O.C1CCN2C(=NCCC2)CC1.ClCCl. The catalyst is C(#N)C. The product is [C:1]([NH:11][C@@H:12]([CH2:30][C:31]1[CH:32]=[CH:33][CH:34]=[CH:35][CH:36]=1)[C@H:13]([OH:29])[CH2:14][N:15]([CH2:22][C:23]1[CH:28]=[CH:27][CH:26]=[CH:25][CH:24]=1)[C:16](=[O:21])[C:17](=[N+:47]=[N-:48])[C:18](=[O:20])[CH3:19])([O:3][CH2:4][C:5]1[CH:6]=[CH:7][CH:8]=[CH:9][CH:10]=1)=[O:2]. The yield is 0.780. (4) The reactants are [F:1][C:2]1[CH:3]=[CH:4][C:5]([C:8](=O)[CH3:9])=[N:6][CH:7]=1.[Li+].C[Si]([N-][Si](C)(C)C)(C)C.[O:21]1[CH:25]=[CH:24][C:23]([C:26](Cl)=O)=[N:22]1.Cl.Cl.[F:31][C:32]1[CH:40]=[CH:39][CH:38]=[CH:37][C:33]=1[CH2:34][NH:35][NH2:36]. The catalyst is C1(C)C=CC=CC=1.C(O)C. The product is [F:31][C:32]1[CH:40]=[CH:39][CH:38]=[CH:37][C:33]=1[CH2:34][N:35]1[C:26]([C:23]2[CH:24]=[CH:25][O:21][N:22]=2)=[CH:9][C:8]([C:5]2[CH:4]=[CH:3][C:2]([F:1])=[CH:7][N:6]=2)=[N:36]1.[F:31][C:32]1[CH:40]=[CH:39][CH:38]=[CH:37][C:33]=1[CH2:34][N:35]1[C:8]([C:5]2[CH:4]=[CH:3][C:2]([F:1])=[CH:7][N:6]=2)=[CH:9][C:26]([C:23]2[CH:24]=[CH:25][O:21][N:22]=2)=[N:36]1. The yield is 0.130. (5) The reactants are [Br:1][C:2]1[CH:3]=[C:4]([CH:13]=[CH:14][CH:15]=1)[C:5]([C:7]1[CH:12]=[CH:11][CH:10]=[CH:9][CH:8]=1)=[O:6].[BH4-].[Na+]. The catalyst is CO.O. The product is [Br:1][C:2]1[CH:3]=[C:4]([CH:5]([C:7]2[CH:12]=[CH:11][CH:10]=[CH:9][CH:8]=2)[OH:6])[CH:13]=[CH:14][CH:15]=1. The yield is 0.790. (6) The reactants are Cl.[CH:2]1([NH:5][C:6]([C:8]2[CH:9]=[C:10]([F:38])[C:11]([CH3:37])=[C:12]([C:14]3[CH:19]=[CH:18][N:17]4[C:20](=[O:36])[N:21]([CH:23]5[CH2:28][CH2:27][N:26](C(OC(C)(C)C)=O)[CH2:25][CH2:24]5)[N:22]=[C:16]4[CH:15]=3)[CH:13]=2)=[O:7])[CH2:4][CH2:3]1.C(=O)([O-])[O-].[Na+].[Na+]. The catalyst is O1CCCC1. The product is [CH:2]1([NH:5][C:6](=[O:7])[C:8]2[CH:13]=[C:12]([C:14]3[CH:19]=[CH:18][N:17]4[C:20](=[O:36])[N:21]([CH:23]5[CH2:28][CH2:27][NH:26][CH2:25][CH2:24]5)[N:22]=[C:16]4[CH:15]=3)[C:11]([CH3:37])=[C:10]([F:38])[CH:9]=2)[CH2:3][CH2:4]1. The yield is 0.920. (7) The reactants are [CH3:1][O:2][C:3](=[O:31])[C@@H:4]([NH:14][C:15](=[O:30])[C:16]1[CH:21]=[CH:20][C:19]([C:22]#[C:23][C:24]2[CH:29]=[CH:28][CH:27]=[CH:26][CH:25]=2)=[CH:18][CH:17]=1)[CH2:5][NH:6]C(OC(C)(C)C)=O.Cl. The catalyst is O1CCOCC1.CO. The product is [CH3:1][O:2][C:3](=[O:31])[C@@H:4]([NH:14][C:15](=[O:30])[C:16]1[CH:21]=[CH:20][C:19]([C:22]#[C:23][C:24]2[CH:25]=[CH:26][CH:27]=[CH:28][CH:29]=2)=[CH:18][CH:17]=1)[CH2:5][NH2:6]. The yield is 1.00. (8) The reactants are [Cl:1][C:2]1[N:7]=[C:6]([NH:8][C:9]([C@@H:11]2[CH2:15][CH2:14][N:13](C(OCC3C=CC=CC=3)=O)[N:12]2[C:26](=[O:46])[C@@H:27]([CH2:34][N:35]([CH:44]=[O:45])[O:36]CC2C=CC=CC=2)[CH2:28][CH:29]2[CH2:33][CH2:32][CH2:31][CH2:30]2)=[O:10])[CH:5]=[CH:4][CH:3]=1. The catalyst is CO.[OH-].[OH-].[Pd+2]. The product is [Cl:1][C:2]1[N:7]=[C:6]([NH:8][C:9]([C@@H:11]2[CH2:15][CH2:14][NH:13][N:12]2[C:26](=[O:46])[C@@H:27]([CH2:34][N:35]([CH:44]=[O:45])[OH:36])[CH2:28][CH:29]2[CH2:33][CH2:32][CH2:31][CH2:30]2)=[O:10])[CH:5]=[CH:4][CH:3]=1. The yield is 0.310.